The task is: Predict the reactants needed to synthesize the given product.. This data is from Full USPTO retrosynthesis dataset with 1.9M reactions from patents (1976-2016). Given the product [NH2:1][CH2:4][C@H:5]([NH:7][C:8](=[O:14])[O:9][C:10]([CH3:13])([CH3:12])[CH3:11])[CH3:6], predict the reactants needed to synthesize it. The reactants are: [N:1]([CH2:4][C@@H:5]([NH:7][C:8](=[O:14])[O:9][C:10]([CH3:13])([CH3:12])[CH3:11])[CH3:6])=[N+]=[N-].